This data is from Catalyst prediction with 721,799 reactions and 888 catalyst types from USPTO. The task is: Predict which catalyst facilitates the given reaction. Reactant: [N+:1]([C:4]1[CH:5]=[CH:6][CH:7]=[C:8]2[C:12]=1[NH:11][CH:10]=[CH:9]2)([O-])=O. Product: [NH:11]1[C:12]2[C:8](=[CH:7][CH:6]=[CH:5][C:4]=2[NH2:1])[CH:9]=[CH:10]1. The catalyst class is: 45.